Dataset: Catalyst prediction with 721,799 reactions and 888 catalyst types from USPTO. Task: Predict which catalyst facilitates the given reaction. (1) Reactant: [C:1]1([NH:7][C:8]2[N:13]=[CH:12][C:11]([C:14]([NH:16][CH2:17][C:18]([OH:20])=O)=[O:15])=[CH:10][CH:9]=2)[CH:6]=[CH:5][CH:4]=[CH:3][CH:2]=1.CCN(C(C)C)C(C)C.C1C=CC2N(O)N=NC=2C=1.CCN=C=NCCCN(C)C.Cl.Cl.[Cl:53][C:54]1[CH:66]=[CH:65][CH:64]=[CH:63][C:55]=1[O:56][CH:57]1[CH2:62][CH2:61][NH:60][CH2:59][CH2:58]1. Product: [Cl:53][C:54]1[CH:66]=[CH:65][CH:64]=[CH:63][C:55]=1[O:56][CH:57]1[CH2:62][CH2:61][N:60]([C:18](=[O:20])[CH2:17][NH:16][C:14](=[O:15])[C:11]2[CH:10]=[CH:9][C:8]([NH:7][C:1]3[CH:2]=[CH:3][CH:4]=[CH:5][CH:6]=3)=[N:13][CH:12]=2)[CH2:59][CH2:58]1. The catalyst class is: 18. (2) Reactant: C1CCC(N=C=NC2CCCCC2)CC1.C(Cl)Cl.[CH3:19][O:20][C:21]1[CH:26]=[C:25]([O:27][CH3:28])[N:24]=[C:23]([N:29]2[C:38](=[O:39])[C:37]3[C:32](=[CH:33][C:34]([C:40]([OH:42])=O)=[CH:35][CH:36]=3)[NH:31][C:30]2=[S:43])[N:22]=1.[N:44]1([CH2:50][CH2:51][CH2:52][NH2:53])[CH2:49][CH2:48][O:47][CH2:46][CH2:45]1. Product: [CH3:28][O:27][C:25]1[CH:26]=[C:21]([O:20][CH3:19])[N:22]=[C:23]([N:29]2[C:38](=[O:39])[C:37]3[C:32](=[CH:33][C:34]([C:40]([NH:53][CH2:52][CH2:51][CH2:50][N:44]4[CH2:49][CH2:48][O:47][CH2:46][CH2:45]4)=[O:42])=[CH:35][CH:36]=3)[NH:31][C:30]2=[S:43])[N:24]=1. The catalyst class is: 239. (3) Reactant: [F:1][C:2]1[CH:7]=[C:6]([O:8][CH3:9])[CH:5]=[CH:4][C:3]=1[C:10]1[CH:15]=[CH:14][N:13]([C:16]2[CH:24]=[C:23]3[C:19]([C:20]4[CH2:29][CH2:28][NH:27][CH2:26][C:21]=4[N:22]3[CH3:25])=[CH:18][CH:17]=2)[C:12](=[O:30])[CH:11]=1.[ClH:31].C(OCC)C. Product: [ClH:31].[F:1][C:2]1[CH:7]=[C:6]([O:8][CH3:9])[CH:5]=[CH:4][C:3]=1[C:10]1[CH:15]=[CH:14][N:13]([C:16]2[CH:24]=[C:23]3[C:19]([C:20]4[CH2:29][CH2:28][NH:27][CH2:26][C:21]=4[N:22]3[CH3:25])=[CH:18][CH:17]=2)[C:12](=[O:30])[CH:11]=1. The catalyst class is: 2. (4) Reactant: B.[Na].[C:3]([O:7][C:8]([NH:10][C@H:11]1[CH2:16][CH2:15][C@H:14]([C:17](O)=[O:18])[CH2:13][CH2:12]1)=[O:9])([CH3:6])([CH3:5])[CH3:4]. Product: [C:3]([O:7][C:8]([NH:10][C@H:11]1[CH2:12][CH2:13][C@H:14]([CH2:17][OH:18])[CH2:15][CH2:16]1)=[O:9])([CH3:6])([CH3:5])[CH3:4]. The catalyst class is: 7. (5) Reactant: C(OC(=O)[NH:7][C:8]1[CH:13]=[C:12]([N:14]([CH3:16])[CH3:15])[C:11]([F:17])=[CH:10][C:9]=1[NH:18][C:19](=[O:35])[CH2:20][C:21]([C:23]1[CH:28]=[CH:27][CH:26]=[C:25]([C:29]2[O:33][N:32]=[C:31]([CH3:34])[CH:30]=2)[CH:24]=1)=O)(C)(C)C.C(O)(C(F)(F)F)=O. Product: [CH3:15][N:14]([CH3:16])[C:12]1[C:11]([F:17])=[CH:10][C:9]2[NH:18][C:19](=[O:35])[CH2:20][C:21]([C:23]3[CH:28]=[CH:27][CH:26]=[C:25]([C:29]4[O:33][N:32]=[C:31]([CH3:34])[CH:30]=4)[CH:24]=3)=[N:7][C:8]=2[CH:13]=1. The catalyst class is: 2. (6) Reactant: I[C:2]1[CH:15]=[C:14]2[C:5]([NH:6][CH:7]=[C:8]2[CH2:9][CH2:10][N:11]([CH3:13])[CH3:12])=[CH:4][CH:3]=1.[Cu][C:17]#[N:18].[I-]. Product: [CH3:12][N:11]([CH2:10][CH2:9][C:8]1[C:14]2[C:5](=[CH:4][CH:3]=[C:2]([C:17]#[N:18])[CH:15]=2)[NH:6][CH:7]=1)[CH3:13]. The catalyst class is: 60. (7) Reactant: C[O:2][C:3]([C:5]1[C:22]2[C:9](=[C:10]3[C:19](=[CH:20][CH:21]=2)[C:18]2[C:13](=[CH:14][CH:15]=[CH:16][CH:17]=2)[S:12](=[O:24])(=[O:23])[NH:11]3)[N:8]=[CH:7][CH:6]=1)=O.[NH3:25]. Product: [O:23]=[S:12]1(=[O:24])[C:13]2[C:18](=[CH:17][CH:16]=[CH:15][CH:14]=2)[C:19]2[C:10](=[C:9]3[C:22](=[CH:21][CH:20]=2)[C:5]([C:3]([NH2:25])=[O:2])=[CH:6][CH:7]=[N:8]3)[NH:11]1. The catalyst class is: 5.